Dataset: Forward reaction prediction with 1.9M reactions from USPTO patents (1976-2016). Task: Predict the product of the given reaction. (1) Given the reactants N1C(C)=CC(C)=CC=1C.[Cl:10][C:11]1[CH:42]=[CH:41][C:14]([CH2:15][NH:16][C:17]([C:19]2[C:20](=[O:40])[C:21]3[CH:37]=[C:36]([CH2:38]O)[S:35][C:22]=3[N:23]([CH2:25][CH2:26][CH2:27][O:28][CH:29]3[CH2:34][CH2:33][CH2:32][CH2:31][O:30]3)[CH:24]=2)=[O:18])=[CH:13][CH:12]=1.CS([Cl:47])(=O)=O, predict the reaction product. The product is: [Cl:10][C:11]1[CH:42]=[CH:41][C:14]([CH2:15][NH:16][C:17]([C:19]2[C:20](=[O:40])[C:21]3[CH:37]=[C:36]([CH2:38][Cl:47])[S:35][C:22]=3[N:23]([CH2:25][CH2:26][CH2:27][O:28][CH:29]3[CH2:34][CH2:33][CH2:32][CH2:31][O:30]3)[CH:24]=2)=[O:18])=[CH:13][CH:12]=1. (2) Given the reactants [S-2].[Na+].[Na+].N[C:5](N)=[S:6].Cl.N.SC[CH:12]([CH2:17][S:18][CH2:19][CH:20](CS)[S:21][CH2:22][CH2:23][SH:24])[S:13][CH2:14][CH2:15][SH:16].[SH:27][CH2:28]C(CSC(CS)CSCCS)SCCS.SCC(SC(CS)CSCCS)CSCCS, predict the reaction product. The product is: [SH:27][CH2:28][C:23]([CH2:5][SH:6])([SH:24])[CH2:22][S:21][CH2:20][CH2:19][S:18][CH2:17][CH2:12][S:13][CH2:14][CH2:15][SH:16]. (3) Given the reactants [C:12]([O:11][C:9](O[C:9]([O:11][C:12]([CH3:15])([CH3:14])[CH3:13])=[O:10])=[O:10])([CH3:15])([CH3:14])[CH3:13].[NH2:16][C:17]1[CH:18]=[C:19]([OH:23])[CH:20]=[CH:21][CH:22]=1, predict the reaction product. The product is: [C:12]([O:11][C:9](=[O:10])[NH:16][C:17]1[CH:22]=[CH:21][CH:20]=[C:19]([OH:23])[CH:18]=1)([CH3:13])([CH3:14])[CH3:15]. (4) Given the reactants [Br:1][C:2]1[S:3][CH:4]=[C:5]([C:7]([O:9]CC)=[O:8])[N:6]=1.[OH-].[Na+].Cl, predict the reaction product. The product is: [Br:1][C:2]1[S:3][CH:4]=[C:5]([C:7]([OH:9])=[O:8])[N:6]=1. (5) Given the reactants [CH3:1][O:2][CH:3]([C:6]1[CH:7]=[C:8]2[C:13](=[CH:14][C:15]=1[C:16]([F:19])([F:18])[F:17])[NH:12][C:11](=[O:20])[N:10]([NH:21][S:22]([CH3:25])(=[O:24])=[O:23])[C:9]2=[O:26])[CH2:4][CH3:5].[C:27](Cl)(=[O:33])[CH2:28][CH2:29][CH2:30][CH2:31][CH3:32], predict the reaction product. The product is: [C:27]([N:21]([N:10]1[C:9](=[O:26])[C:8]2[C:13](=[CH:14][C:15]([C:16]([F:18])([F:17])[F:19])=[C:6]([CH:3]([O:2][CH3:1])[CH2:4][CH3:5])[CH:7]=2)[NH:12][C:11]1=[O:20])[S:22]([CH3:25])(=[O:23])=[O:24])(=[O:33])[CH2:28][CH2:29][CH2:30][CH2:31][CH3:32]. (6) The product is: [CH2:20]([N:10]1[C:11](=[O:13])[CH:12]=[C:7]([N:1]2[CH2:2][CH2:3][O:4][CH2:5][CH2:6]2)[N:8]=[C:9]1[CH2:14][C:15]([O:17][CH2:18][CH3:19])=[O:16])[CH3:21]. Given the reactants [N:1]1([C:7]2[N:8]=[C:9]([CH2:14][C:15]([O:17][CH2:18][CH3:19])=[O:16])[NH:10][C:11](=[O:13])[CH:12]=2)[CH2:6][CH2:5][O:4][CH2:3][CH2:2]1.[CH2:20](I)[CH3:21].C(=O)([O-])[O-].[Cs+].[Cs+], predict the reaction product.